Predict the reaction yield, written as a fraction of the theoretical maximum amount of product (1.0 means a 100% yield; for example, 0.34 means a 34% yield). From a dataset of Reaction yield outcomes from USPTO patents with 853,638 reactions. (1) The reactants are [CH:1]([C:4]1[C:5]2[CH:6]=[C:7]([CH3:28])[C:8]([NH:16][C:17]3[CH:27]=[CH:26][C:20]([C:21]([O:23][CH2:24][CH3:25])=[O:22])=[CH:19][CH:18]=3)=[CH:9][C:10]=2[C:11]([CH3:15])([CH3:14])[CH2:12][CH:13]=1)([CH3:3])[CH3:2].[CH:29](=O)[CH2:30][CH3:31]. No catalyst specified. The product is [CH2:29]([N:16]([C:8]1[C:7]([CH3:28])=[CH:6][C:5]2[C:4]([CH:1]([CH3:3])[CH3:2])=[CH:13][CH2:12][C:11]([CH3:14])([CH3:15])[C:10]=2[CH:9]=1)[C:17]1[CH:18]=[CH:19][C:20]([C:21]([O:23][CH2:24][CH3:25])=[O:22])=[CH:26][CH:27]=1)[CH2:30][CH3:31]. The yield is 0.680. (2) The reactants are [CH3:1][C:2]1[N:3]([CH2:32][C:33]([O:35][CH2:36][CH3:37])=[O:34])[C:4]2[CH2:5][C:6]([CH3:31])([CH3:30])[CH2:7][C:8](=[O:29])[C:9]=2[C:10]=1[CH2:11][C:12]1[CH:17]=[CH:16][CH:15]=[CH:14][C:13]=1[NH:18][S:19]([C:22]1[CH:27]=[CH:26][C:25]([CH3:28])=[CH:24][CH:23]=1)(=[O:21])=[O:20].[C:38](=O)([O-])[O-].[K+].[K+].CI. The catalyst is C(#N)C. The product is [CH3:38][N:18]([C:13]1[CH:14]=[CH:15][CH:16]=[CH:17][C:12]=1[CH2:11][C:10]1[C:9]2[C:8](=[O:29])[CH2:7][C:6]([CH3:31])([CH3:30])[CH2:5][C:4]=2[N:3]([CH2:32][C:33]([O:35][CH2:36][CH3:37])=[O:34])[C:2]=1[CH3:1])[S:19]([C:22]1[CH:23]=[CH:24][C:25]([CH3:28])=[CH:26][CH:27]=1)(=[O:21])=[O:20]. The yield is 0.570. (3) The reactants are [S-:1][C:2]#[N:3].[K+].[NH2:5][C:6]1[CH:34]=[CH:33][C:9]([O:10][C:11]2[CH:12]=[CH:13][C:14]([F:32])=[C:15]([NH:17][C:18](=[O:31])[C:19]3[CH:24]=[CH:23][CH:22]=[C:21]([C:25]([C:28]#[N:29])([CH3:27])[CH3:26])[C:20]=3[Cl:30])[CH:16]=2)=[C:8]([N+:35]([O-:37])=[O:36])[CH:7]=1.BrBr. The catalyst is C(O)(=O)C. The product is [NH2:3][C:2]1[S:1][C:7]2[C:8]([N+:35]([O-:37])=[O:36])=[C:9]([O:10][C:11]3[CH:12]=[CH:13][C:14]([F:32])=[C:15]([NH:17][C:18](=[O:31])[C:19]4[CH:24]=[CH:23][CH:22]=[C:21]([C:25]([C:28]#[N:29])([CH3:27])[CH3:26])[C:20]=4[Cl:30])[CH:16]=3)[CH:33]=[CH:34][C:6]=2[N:5]=1. The yield is 0.260. (4) The reactants are [CH3:1][CH2:2][O:3][C:4]([C:6]1[NH:7][C:8]2[C:13]([CH:14]=1)=[CH:12][C:11]([C:15]([OH:17])=O)=[CH:10][CH:9]=2)=[O:5].F[B-](F)(F)F.N1(OC(N(C)C)=[N+](C)C)C2C=CC=CC=2N=N1.[N:40]1([CH:46]2[CH2:51][CH2:50][NH:49][CH2:48][CH2:47]2)[CH2:45][CH2:44][CH2:43][CH2:42][CH2:41]1.C(N(CC)C(C)C)(C)C. The catalyst is CN(C)C=O. The yield is 0.670. The product is [CH2:2]([O:3][C:4]([C:6]1[NH:7][C:8]2[C:13]([CH:14]=1)=[CH:12][C:11]([C:15]([N:49]1[CH2:50][CH2:51][CH:46]([N:40]3[CH2:45][CH2:44][CH2:43][CH2:42][CH2:41]3)[CH2:47][CH2:48]1)=[O:17])=[CH:10][CH:9]=2)=[O:5])[CH3:1]. (5) The reactants are [Cl:1][C:2]1[C:3]2[CH:10]=[CH:9][NH:8][C:4]=2[N:5]=[CH:6][N:7]=1.[Br:11]NC(=O)CCC(N)=O. The catalyst is C(Cl)(Cl)Cl. The product is [Br:11][C:10]1[C:3]2[C:2]([Cl:1])=[N:7][CH:6]=[N:5][C:4]=2[NH:8][CH:9]=1. The yield is 0.890. (6) The reactants are [CH3:1][O:2][C:3]1[C:23]2[CH2:22][NH+:10]3[CH2:11][CH2:12][C:13]4[C:18]([C:9]3=[C:8]([CH3:24])[C:7]=2[CH:6]=[CH:5][C:4]=1[O:25][CH3:26])=[CH:17][C:16]1[O:19][CH2:20][O:21][C:15]=1[CH:14]=4.[I-].[C:28]([Mg]Br)#[C:29][CH3:30].O1CCCC1. The catalyst is C(OCC)C. The product is [CH3:1][O:2][C:3]1[C:23]2[CH:22]([C:28]#[C:29][CH3:30])[N:10]3[CH2:11][CH2:12][C:13]4[C:18]([C:9]3=[C:8]([CH3:24])[C:7]=2[CH:6]=[CH:5][C:4]=1[O:25][CH3:26])=[CH:17][C:16]1[O:19][CH2:20][O:21][C:15]=1[CH:14]=4. The yield is 0.610. (7) The reactants are [C:1]1([C:20]2[CH:25]=[CH:24][CH:23]=[CH:22][CH:21]=2)[CH:6]=[CH:5][CH:4]=[CH:3][C:2]=1[CH2:7][NH:8][C:9]([C:11]1[C:12]2[CH:13]=[CH:14][NH:15][C:16]=2[CH:17]=[CH:18][CH:19]=1)=[O:10].[NH2:26][C:27]1[N:32]=[C:31](Cl)[CH:30]=[CH:29][N:28]=1.NC1N=C(N2C3C(=C(NC(=O)CC4C=CC=C(OC)C=4)C=CC=3)C=C2)C=CN=1. The catalyst is O. The product is [NH2:26][C:27]1[N:32]=[C:31]([N:15]2[C:16]3[CH:17]=[CH:18][CH:19]=[C:11]([C:9]([NH:8][CH2:7][C:2]4[CH:3]=[CH:4][CH:5]=[CH:6][C:1]=4[C:20]4[CH:25]=[CH:24][CH:23]=[CH:22][CH:21]=4)=[O:10])[C:12]=3[CH:13]=[CH:14]2)[CH:30]=[CH:29][N:28]=1. The yield is 0.600. (8) The reactants are [CH3:1][O:2][C:3]([C:5]1[S:9][C:8]2[CH:10]=[C:11](Br)[CH:12]=[C:13]([O:14][CH3:15])[C:7]=2[C:6]=1[C:17]([O:19][CH2:20][CH3:21])=[O:18])=[O:4].[N+:22]([C:25]1[CH:26]=[C:27](B(O)O)[CH:28]=[CH:29][CH:30]=1)([O-:24])=[O:23].[F-].[K+]. The catalyst is C1C=CC(/C=C/C(/C=C/C2C=CC=CC=2)=O)=CC=1.C1C=CC(/C=C/C(/C=C/C2C=CC=CC=2)=O)=CC=1.C1C=CC(/C=C/C(/C=C/C2C=CC=CC=2)=O)=CC=1.[Pd].[Pd]. The product is [CH3:1][O:2][C:3]([C:5]1[S:9][C:8]2[CH:10]=[C:11]([C:28]3[CH:27]=[CH:26][C:25]([N+:22]([O-:24])=[O:23])=[CH:30][CH:29]=3)[CH:12]=[C:13]([O:14][CH3:15])[C:7]=2[C:6]=1[C:17]([O:19][CH2:20][CH3:21])=[O:18])=[O:4]. The yield is 0.850. (9) The reactants are [Br:1]Br.[CH2:3]([C:5]1[C:13]2[N:12]3[C@H:14]([CH3:18])[CH2:15][NH:16][CH2:17][C@H:11]3[CH2:10][C:9]=2[CH:8]=[CH:7][CH:6]=1)[CH3:4].C([O-])(=O)C.[Na+]. The catalyst is C(O)(=O)C.ClCCl. The product is [Br:1][C:7]1[CH:6]=[C:5]([CH2:3][CH3:4])[C:13]2[N:12]3[C@H:14]([CH3:18])[CH2:15][NH:16][CH2:17][C@H:11]3[CH2:10][C:9]=2[CH:8]=1. The yield is 0.310.